Dataset: Reaction yield outcomes from USPTO patents with 853,638 reactions. Task: Predict the reaction yield, written as a fraction of the theoretical maximum amount of product (1.0 means a 100% yield; for example, 0.34 means a 34% yield). (1) The reactants are [NH:1]1[CH2:6][CH2:5][CH:4]([C:7]2[C:11]3=[C:12]4[CH:18]=[CH:17][NH:16][C:13]4=[N:14][CH:15]=[C:10]3[NH:9][N:8]=2)[CH2:3][CH2:2]1.[CH:19]1([S:22](Cl)(=[O:24])=[O:23])[CH2:21][CH2:20]1.CO. The catalyst is N1C=CC=CC=1. The product is [CH:19]1([S:22]([N:1]2[CH2:6][CH2:5][CH:4]([C:7]3[C:11]4=[C:12]5[CH:18]=[CH:17][NH:16][C:13]5=[N:14][CH:15]=[C:10]4[NH:9][N:8]=3)[CH2:3][CH2:2]2)(=[O:24])=[O:23])[CH2:21][CH2:20]1. The yield is 0.0650. (2) The reactants are [CH3:1][C:2]1[C:6]([C:7]([O:9][CH3:10])=[O:8])=[CH:5][NH:4][N:3]=1.[F:11][C:12]([F:23])([F:22])[C:13]1[CH:18]=[CH:17][C:16](B(O)O)=[CH:15][CH:14]=1. No catalyst specified. The product is [CH3:1][C:2]1[C:6]([C:7]([O:9][CH3:10])=[O:8])=[CH:5][N:4]([C:16]2[CH:17]=[CH:18][C:13]([C:12]([F:23])([F:22])[F:11])=[CH:14][CH:15]=2)[N:3]=1. The yield is 0.110. (3) The yield is 1.00. The product is [F:31][C:23]1[CH:24]=[C:25]([N+:28]([O-:30])=[O:29])[CH:26]=[CH:27][C:22]=1[O:21][C:18]1[CH:17]=[CH:16][N:15]=[C:14]2[CH:13]=[C:12]([C:10]3[CH:9]=[N:8][N:7]([CH2:6][CH:2]=[O:1])[CH:11]=3)[S:20][C:19]=12. The catalyst is C1COCC1. The reactants are [O:1]1CCO[CH:2]1[CH2:6][N:7]1[CH:11]=[C:10]([C:12]2[S:20][C:19]3[C:14](=[N:15][CH:16]=[CH:17][C:18]=3[O:21][C:22]3[CH:27]=[CH:26][C:25]([N+:28]([O-:30])=[O:29])=[CH:24][C:23]=3[F:31])[CH:13]=2)[CH:9]=[N:8]1.Cl. (4) The reactants are C(OC(=O)[NH:7][C:8]([CH3:35])([CH3:34])[CH2:9][NH:10][CH:11]([C:15]1[N:24]([CH2:25][C:26]2[CH:31]=[CH:30][CH:29]=[CH:28][CH:27]=2)[C:23](=[O:32])[C:22]2[C:17](=[CH:18][C:19]([Cl:33])=[CH:20][CH:21]=2)[N:16]=1)[CH:12]([CH3:14])[CH3:13])(C)(C)C.FC(F)(F)C(O)=O. The catalyst is ClCCl. The product is [NH2:7][C:8]([CH3:35])([CH3:34])[CH2:9][NH:10][CH:11]([C:15]1[N:24]([CH2:25][C:26]2[CH:27]=[CH:28][CH:29]=[CH:30][CH:31]=2)[C:23](=[O:32])[C:22]2[C:17](=[CH:18][C:19]([Cl:33])=[CH:20][CH:21]=2)[N:16]=1)[CH:12]([CH3:14])[CH3:13]. The yield is 0.990. (5) The reactants are [CH3:1][O:2][C:3]([NH:5][C@H:6]([C:10]([N:12]1[C@@H:16]([CH3:17])[CH2:15][CH2:14][C@H:13]1[C:18]1[NH:22][C:21]2[C:23]3[C:28]([CH:29]=[CH:30][C:20]=2[N:19]=1)=[CH:27][C:26]1[C:31]2[C:36]([CH2:37][O:38][C:25]=1[CH:24]=3)=[CH:35][C:34]([C:39]1[NH:43][C:42]([C@@H:44]3[CH2:48][C@H:47]([CH2:49][O:50][CH3:51])[CH2:46][N:45]3[C:52]([O:54]C(C)(C)C)=O)=[N:41][CH:40]=1)=[CH:33][CH:32]=2)=[O:11])[CH:7]([CH3:9])[CH3:8])=[O:4].[CH3:59][O:60][C:61]([NH:63][C@H:64]([C:68]1[CH:73]=[CH:72][CH:71]=[CH:70][CH:69]=1)C(O)=O)=[O:62].CCOC(C(C#N)=NOC(N1CCOCC1)=[N+](C)C)=O.F[P-](F)(F)(F)(F)F.C(N(C(C)C)CC)(C)C. The catalyst is Cl.CCO. The product is [CH3:59][O:60][C:61]([NH:63][C@H:64]([C:68]1[CH:73]=[CH:72][CH:71]=[CH:70][CH:69]=1)[C:52]([N:45]1[CH2:46][C@@H:47]([CH2:49][O:50][CH3:51])[CH2:48][C@H:44]1[C:42]1[NH:43][C:39]([C:34]2[CH:35]=[C:36]3[CH2:37][O:38][C:25]4[CH:24]=[C:23]5[C:28]([CH:29]=[CH:30][C:20]6[N:19]=[C:18]([C@@H:13]7[CH2:14][CH2:15][C@H:16]([CH3:17])[N:12]7[C:10](=[O:11])[C@@H:6]([NH:5][C:3](=[O:4])[O:2][CH3:1])[CH:7]([CH3:9])[CH3:8])[NH:22][C:21]=65)=[CH:27][C:26]=4[C:31]3=[CH:32][CH:33]=2)=[CH:40][N:41]=1)=[O:54])=[O:62]. The yield is 0.390. (6) The reactants are [F:1][C:2]1[CH:7]=[CH:6][C:5]([CH:8]([O:10][C:11]([C:13]2[C:21]3[C:16](=[CH:17][CH:18]=[C:19]([CH2:22][CH2:23]OS(C)(=O)=O)[CH:20]=3)[NH:15][C:14]=2[CH3:29])=[O:12])[CH3:9])=[CH:4][CH:3]=1.[CH2:30]([NH:32][CH2:33][CH3:34])[CH3:31]. The catalyst is O1CCOCC1. The product is [F:1][C:2]1[CH:7]=[CH:6][C:5]([CH:8]([O:10][C:11]([C:13]2[C:21]3[C:16](=[CH:17][CH:18]=[C:19]([CH2:22][CH2:23][N:32]([CH2:33][CH3:34])[CH2:30][CH3:31])[CH:20]=3)[NH:15][C:14]=2[CH3:29])=[O:12])[CH3:9])=[CH:4][CH:3]=1. The yield is 0.800. (7) The reactants are [F:1][C:2]1[CH:7]=[CH:6][C:5]([NH:8][C:9]2[N:20]=[CH:19][CH:18]=[CH:17][C:10]=2[C:11]([NH:13][CH2:14][C:15]#[CH:16])=[O:12])=[CH:4][CH:3]=1.[N:21]([CH2:24][C:25]1[CH:30]=[CH:29][CH:28]=[C:27]([O:31][C:32]2[CH:37]=[CH:36][CH:35]=[CH:34][CH:33]=2)[CH:26]=1)=[N+:22]=[N-:23].O.O=C1O[C@H]([C@H](CO)O)C([O-])=C1O.[Na+]. The catalyst is S([O-])([O-])(=O)=O.[Cu+2].C(O)(C)(C)C. The product is [F:1][C:2]1[CH:7]=[CH:6][C:5]([NH:8][C:9]2[N:20]=[CH:19][CH:18]=[CH:17][C:10]=2[C:11]([NH:13][CH2:14][C:15]2[N:23]=[N:22][N:21]([CH2:24][C:25]3[CH:30]=[CH:29][CH:28]=[C:27]([O:31][C:32]4[CH:37]=[CH:36][CH:35]=[CH:34][CH:33]=4)[CH:26]=3)[CH:16]=2)=[O:12])=[CH:4][CH:3]=1. The yield is 0.800. (8) The reactants are COC1C=CC(C[N:8]2[CH2:11][C:10]3([CH2:15][CH2:14][CH2:13][N:12]3[C:16]([O:18][CH2:19][C:20]3[CH:25]=[CH:24][CH:23]=[CH:22][CH:21]=3)=[O:17])[C:9]2=[O:26])=CC=1.O=[N+]([O-])[O-].[O-][N+](=O)[O-].[O-][N+](=O)[O-].[O-][N+](=O)[O-].[O-][N+](=O)[O-].[O-][N+](=O)[O-].[Ce+4].[NH4+].[NH4+]. The catalyst is CC#N.O. The product is [O:26]=[C:9]1[C:10]2([CH2:15][CH2:14][CH2:13][N:12]2[C:16]([O:18][CH2:19][C:20]2[CH:25]=[CH:24][CH:23]=[CH:22][CH:21]=2)=[O:17])[CH2:11][NH:8]1. The yield is 0.380.